This data is from Reaction yield outcomes from USPTO patents with 853,638 reactions. The task is: Predict the reaction yield, written as a fraction of the theoretical maximum amount of product (1.0 means a 100% yield; for example, 0.34 means a 34% yield). (1) The reactants are [CH3:1][C:2]1[C:14]2[C:13]3[C:8](=[CH:9][CH:10]=[CH:11][C:12]=3[CH3:15])[C:7](=[CH:16][C:17]([NH:19][CH2:20][CH2:21][CH2:22][CH2:23][CH2:24][C:25](O)=[O:26])=[O:18])[C:6]=2[CH:5]=[CH:4][CH:3]=1.Cl.C(N=C=NCCCN(C)C)C.O[C:41]1[C:49]2[N:48]=N[NH:46][C:45]=2[CH:44]=[CH:43][CH:42]=1.C(N(CC)CC)C.C1(N)C=CC=CC=1N. The catalyst is [Cl-].[Na+].O.CN(C=O)C. The product is [CH3:1][C:2]1[C:14]2[C:13]3[C:8](=[CH:9][CH:10]=[CH:11][C:12]=3[CH3:15])[C:7](=[CH:16][C:17]([NH:19][CH2:20][CH2:21][CH2:22][CH2:23][CH2:24][C:25]([NH:46][C:45]3[CH:44]=[CH:43][CH:42]=[CH:41][C:49]=3[NH2:48])=[O:26])=[O:18])[C:6]=2[CH:5]=[CH:4][CH:3]=1. The yield is 0.720. (2) The reactants are Cl[C:2]1[CH:3]=[CH:4][C:5]2[N:6]([C:8]([C:11]3[CH:16]=[CH:15][CH:14]=[C:13]([Cl:17])[CH:12]=3)=[CH:9][N:10]=2)[N:7]=1.[NH2:18][CH:19]1[CH2:24][CH2:23][C:22](=[O:25])[CH2:21][CH2:20]1.C([O-])(O)=O.[Na+]. The catalyst is CN1C(=O)CCC1. The product is [Cl:17][C:13]1[CH:12]=[C:11]([C:8]2[N:6]3[N:7]=[C:2]([NH:18][CH:19]4[CH2:24][CH2:23][C:22](=[O:25])[CH2:21][CH2:20]4)[CH:3]=[CH:4][C:5]3=[N:10][CH:9]=2)[CH:16]=[CH:15][CH:14]=1. The yield is 0.160. (3) The product is [Cl:1][C:2]1([C:22]([OH:24])=[O:23])[CH:3]=[CH:4][C:5]([N:8]([C:12]2[CH:17]=[CH:16][CH:15]=[CH:14][C:13]=2[C:18]([F:21])([F:19])[F:20])[C:9](=[O:11])[NH2:10])=[CH:6][CH2:7]1. The yield is 0.920. The catalyst is CO. The reactants are [Cl:1][C:2]1([C:22]([O:24]CC)=[O:23])[CH:7]=[CH:6][C:5]([N:8]([C:12]2[CH:17]=[CH:16][CH:15]=[CH:14][C:13]=2[C:18]([F:21])([F:20])[F:19])[C:9](=[O:11])[NH2:10])=[CH:4][CH2:3]1.[OH-].[K+]. (4) The reactants are CC(OI1(OC(C)=O)(OC(C)=O)OC(=O)C2C=CC=CC1=2)=O.[OH:23][CH:24]([C:52]1[CH:57]=[CH:56][CH:55]=[CH:54][CH:53]=1)[C:25]1[N:26]=[C:27]([NH:42][CH2:43][CH2:44][CH2:45][N:46]2[CH2:51][CH2:50][CH2:49][CH2:48][CH2:47]2)[C:28]2[C:36]3[C:31](=[CH:32][C:33]([C:37]([O:39][CH3:40])=[O:38])=[CH:34][CH:35]=3)[NH:30][C:29]=2[N:41]=1.C(O)(C(F)(F)F)=O.C(Cl)Cl. No catalyst specified. The product is [C:24]([C:25]1[N:26]=[C:27]([NH:42][CH2:43][CH2:44][CH2:45][N:46]2[CH2:47][CH2:48][CH2:49][CH2:50][CH2:51]2)[C:28]2[C:36]3[C:31](=[CH:32][C:33]([C:37]([O:39][CH3:40])=[O:38])=[CH:34][CH:35]=3)[NH:30][C:29]=2[N:41]=1)(=[O:23])[C:52]1[CH:53]=[CH:54][CH:55]=[CH:56][CH:57]=1. The yield is 0.790. (5) The reactants are [C:1]([N:4]1[C@@H:10]([CH3:11])[C@H:9]([NH:12][C:13](=[O:25])[C@@H:14]([N:16](C)[C:17](=O)OC(C)(C)C)[CH3:15])[C:8](=[O:26])[N:7]([CH2:27][C:28]2[C:37]3[C:32](=[CH:33][CH:34]=[CH:35][CH:36]=3)[CH:31]=[CH:30][C:29]=2[CH3:38])[C:6]2[CH:39]=[CH:40][C:41]([C:43]#[N:44])=[CH:42][C:5]1=2)(=[O:3])[CH3:2].[ClH:45]. The catalyst is O1CCOCC1.CCOCC. The product is [ClH:45].[C:1]([N:4]1[C@@H:10]([CH3:11])[C@H:9]([NH:12][C:13](=[O:25])[C@@H:14]([NH:16][CH3:17])[CH3:15])[C:8](=[O:26])[N:7]([CH2:27][C:28]2[C:37]3[C:32](=[CH:33][CH:34]=[CH:35][CH:36]=3)[CH:31]=[CH:30][C:29]=2[CH3:38])[C:6]2[CH:39]=[CH:40][C:41]([C:43]#[N:44])=[CH:42][C:5]1=2)(=[O:3])[CH3:2]. The yield is 0.870. (6) The reactants are Cl[C:2]1[N:7]=[C:6]([NH:8][CH2:9][C:10]2[CH:15]=[CH:14][C:13]([O:16][CH3:17])=[C:12]([O:18][CH3:19])[CH:11]=2)[N:5]2[N:20]=[C:21]([C:23]3[O:24][CH:25]=[CH:26][CH:27]=3)[N:22]=[C:4]2[CH:3]=1.[CH:28]([Sn](CCCC)(CCCC)CCCC)=[CH2:29]. The catalyst is C1(C)C=CC=CC=1.[Cl-].[Na+].O. The product is [CH3:19][O:18][C:12]1[CH:11]=[C:10]([CH:15]=[CH:14][C:13]=1[O:16][CH3:17])[CH2:9][NH:8][C:6]1[N:5]2[N:20]=[C:21]([C:23]3[O:24][CH:25]=[CH:26][CH:27]=3)[N:22]=[C:4]2[CH:3]=[C:2]([CH:28]=[CH2:29])[N:7]=1. The yield is 0.740. (7) The reactants are O.O.[C:3]1([CH3:12])[CH:8]=[CH:7][C:6]([S:9]([O-:11])=[O:10])=[CH:5][CH:4]=1.[Na+].Cl[CH2:15][C:16](=[O:18])[CH3:17].O.C1C=CC=CC=1.CC(C)=O. The catalyst is C(OCC)(=O)C.CCCCCCC. The product is [C:3]1([CH3:12])[CH:8]=[CH:7][C:6]([S:9]([CH2:15][C:16](=[O:18])[CH3:17])(=[O:11])=[O:10])=[CH:5][CH:4]=1. The yield is 0.950. (8) The reactants are [CH3:1][N:2]([CH2:16][C:17]1[CH:22]=[CH:21][CH:20]=[CH:19][C:18]=1[CH3:23])[CH2:3][CH:4]([C:6]1[CH:15]=[CH:14][C:13]2[C:8](=[CH:9][CH:10]=[CH:11][CH:12]=2)[CH:7]=1)O.FC(F)(F)C(OC(=O)C(F)(F)F)=O. The catalyst is FC(F)(F)C(O)=O. The product is [CH3:1][N:2]1[CH2:3][CH:4]([C:6]2[CH:15]=[CH:14][C:13]3[C:8](=[CH:9][CH:10]=[CH:11][CH:12]=3)[CH:7]=2)[C:22]2[C:17](=[C:18]([CH3:23])[CH:19]=[CH:20][CH:21]=2)[CH2:16]1. The yield is 0.610. (9) The reactants are [CH3:1][C@@H:2]([OH:6])[C@H:3]([OH:5])[CH3:4].CC([O-])(C)C.[K+].[CH2:13](Br)[C:14]1[CH:19]=[CH:18][CH:17]=[CH:16][CH:15]=1. The catalyst is C1COCC1.[Cl-].[Na+]. The product is [CH2:13]([O:5][C@H:3]([CH3:4])[C@H:2]([OH:6])[CH3:1])[C:14]1[CH:19]=[CH:18][CH:17]=[CH:16][CH:15]=1. The yield is 0.430.